Dataset: Forward reaction prediction with 1.9M reactions from USPTO patents (1976-2016). Task: Predict the product of the given reaction. (1) Given the reactants I[C:2]1[CH:3]=[C:4]2[C:8](=[CH:9][CH:10]=1)[N:7]([CH:11]1[CH2:16][CH2:15][CH2:14][CH2:13][O:12]1)[N:6]=[CH:5]2.[F:17][C:18]([F:35])([F:34])[C:19]1[CH:24]=[CH:23][C:22]([NH:25][C:26]2[N:31]=[C:30]([CH:32]=[CH2:33])[N:29]=[CH:28][N:27]=2)=[CH:21][CH:20]=1.C1(C)C=CC=CC=1P(C1C=CC=CC=1C)C1C=CC=CC=1C.C(N(CC)CC)C, predict the reaction product. The product is: [O:12]1[CH2:13][CH2:14][CH2:15][CH2:16][CH:11]1[N:7]1[C:8]2[C:4](=[CH:3][C:2](/[CH:33]=[CH:32]/[C:30]3[N:29]=[CH:28][N:27]=[C:26]([NH:25][C:22]4[CH:21]=[CH:20][C:19]([C:18]([F:34])([F:17])[F:35])=[CH:24][CH:23]=4)[N:31]=3)=[CH:10][CH:9]=2)[CH:5]=[N:6]1. (2) Given the reactants Cl.C([O:4][CH2:5][CH2:6][O:7][NH:8][C:9]([C:11]1[C:12]([NH:21][C:22]2[CH:27]=[CH:26][C:25]([I:28])=[CH:24][C:23]=2[F:29])=[CH:13][C:14](=[O:20])[N:15]2[C:19]=1[CH2:18][CH2:17][CH2:16]2)=[O:10])=C.[OH-].[Na+], predict the reaction product. The product is: [OH:4][CH2:5][CH2:6][O:7][NH:8][C:9]([C:11]1[C:12]([NH:21][C:22]2[CH:27]=[CH:26][C:25]([I:28])=[CH:24][C:23]=2[F:29])=[CH:13][C:14](=[O:20])[N:15]2[C:19]=1[CH2:18][CH2:17][CH2:16]2)=[O:10]. (3) Given the reactants CC(OI1(OC(C)=O)(OC(C)=O)OC(=O)C2C=CC=CC1=2)=O.[F:23][C:24]1[CH:25]=[CH:26][C:27]([O:50][CH3:51])=[C:28]([C@H:30]2[CH2:34][CH:33]([OH:35])[CH2:32][N:31]2[C:36]2[CH:41]=[CH:40][N:39]3[N:42]=[CH:43][C:44]([C:45]([O:47][CH2:48][CH3:49])=[O:46])=[C:38]3[N:37]=2)[CH:29]=1.[O-]S([O-])(=S)=O.[Na+].[Na+], predict the reaction product. The product is: [F:23][C:24]1[CH:25]=[CH:26][C:27]([O:50][CH3:51])=[C:28]([CH:30]2[CH2:34][C:33](=[O:35])[CH2:32][N:31]2[C:36]2[CH:41]=[CH:40][N:39]3[N:42]=[CH:43][C:44]([C:45]([O:47][CH2:48][CH3:49])=[O:46])=[C:38]3[N:37]=2)[CH:29]=1. (4) Given the reactants Br[CH2:2][CH2:3][CH2:4][CH2:5][CH2:6][C:7]1[C:13]2[CH:14]=[CH:15][C:16]([OH:18])=[CH:17][C:12]=2[CH2:11][CH2:10][CH2:9][C:8]=1[C:19]1[CH:24]=[CH:23][CH:22]=[C:21]([OH:25])[CH:20]=1.[CH3:26][NH:27][CH2:28][CH2:29][CH2:30][CH2:31][S:32]([CH2:35][CH2:36][C:37]([F:40])([F:39])[F:38])(=[O:34])=[O:33], predict the reaction product. The product is: [OH:25][C:21]1[CH:20]=[C:19]([C:8]2[CH2:9][CH2:10][CH2:11][C:12]3[CH:17]=[C:16]([OH:18])[CH:15]=[CH:14][C:13]=3[C:7]=2[CH2:6][CH2:5][CH2:4][CH2:3][CH2:2][N:27]([CH3:26])[CH2:28][CH2:29][CH2:30][CH2:31][S:32]([CH2:35][CH2:36][C:37]([F:40])([F:38])[F:39])(=[O:34])=[O:33])[CH:24]=[CH:23][CH:22]=1. (5) Given the reactants B(Cl)(Cl)Cl.ClCCl.COC1C(CC2C=CC=CC=2)=NC=CN=1.[CH3:23][O:24][C:25]1[C@@H:26]([CH:45]([CH3:47])[CH3:46])[N:27]=[C:28]([O:43][CH3:44])[C@H:29]([CH2:31][C:32]2[CH:37]=[C:36]([CH:38]=[O:39])[C:35]([O:40]C)=[CH:34][C:33]=2[I:42])[N:30]=1, predict the reaction product. The product is: [CH3:23][O:24][C:25]1[C@@H:26]([CH:45]([CH3:47])[CH3:46])[N:27]=[C:28]([O:43][CH3:44])[C@H:29]([CH2:31][C:32]2[CH:37]=[C:36]([CH:38]=[O:39])[C:35]([OH:40])=[CH:34][C:33]=2[I:42])[N:30]=1. (6) Given the reactants [Cl:1][C:2]1[CH:7]=[C:6](B2OCC(C)(C)CO2)[CH:5]=[C:4]([N+:16]([O-:18])=[O:17])[C:3]=1[NH2:19].Br[C:21]1[C:26]([F:27])=[CH:25][CH:24]=[CH:23][C:22]=1[F:28].C([O-])([O-])=O.[Na+].[Na+], predict the reaction product. The product is: [Cl:1][C:2]1[CH:7]=[C:6]([C:21]2[C:26]([F:27])=[CH:25][CH:24]=[CH:23][C:22]=2[F:28])[CH:5]=[C:4]([N+:16]([O-:18])=[O:17])[C:3]=1[NH2:19]. (7) Given the reactants C([N:20]1[C:24]([CH2:25][C:26]([O:28][CH3:29])=[O:27])=[CH:23][N:22]=[CH:21]1)(C1C=CC=CC=1)(C1C=CC=CC=1)C1C=CC=CC=1.Br[CH2:31][C:32]1[CH:39]=[CH:38][C:35]([C:36]#[N:37])=[C:34]([C:40]2[C:49]3[C:44](=[CH:45][CH:46]=[CH:47][CH:48]=3)[CH:43]=[CH:42][CH:41]=2)[CH:33]=1.C(OCC)C, predict the reaction product. The product is: [CH3:29][O:28][C:26](=[O:27])[CH2:25][C:24]1[N:20]([CH2:31][C:32]2[CH:39]=[CH:38][C:35]([C:36]#[N:37])=[C:34]([C:40]3[C:49]4[C:44](=[CH:45][CH:46]=[CH:47][CH:48]=4)[CH:43]=[CH:42][CH:41]=3)[CH:33]=2)[CH:21]=[N:22][CH:23]=1.